The task is: Predict the reaction yield, written as a fraction of the theoretical maximum amount of product (1.0 means a 100% yield; for example, 0.34 means a 34% yield).. This data is from Reaction yield outcomes from USPTO patents with 853,638 reactions. The reactants are [Br:1][C:2]1[CH:3]=[C:4]2[C:9](=[CH:10][CH:11]=1)[N:8]=[C:7]([C:12]1[CH:17]=[CH:16][CH:15]=[CH:14][C:13]=1[O:18]C)[N:6]=[C:5]2[Cl:20].B(Br)(Br)Br. The catalyst is C(Cl)Cl. The product is [Br:1][C:2]1[CH:3]=[C:4]2[C:9](=[CH:10][CH:11]=1)[N:8]=[C:7]([C:12]1[CH:17]=[CH:16][CH:15]=[CH:14][C:13]=1[OH:18])[N:6]=[C:5]2[Cl:20]. The yield is 0.610.